Task: Regression/Classification. Given a drug SMILES string, predict its absorption, distribution, metabolism, or excretion properties. Task type varies by dataset: regression for continuous measurements (e.g., permeability, clearance, half-life) or binary classification for categorical outcomes (e.g., BBB penetration, CYP inhibition). Dataset: cyp2c9_veith.. Dataset: CYP2C9 inhibition data for predicting drug metabolism from PubChem BioAssay (1) The drug is Clc1ccc(Cl)c(SCCCN2CCNCC2)c1. The result is 0 (non-inhibitor). (2) The molecule is CC(C)(C)c1o[nH]c(=O)c1C[C@H]([NH3+])C(=O)[O-]. The result is 0 (non-inhibitor). (3) The compound is N#CCCn1c(=O)cnc2cnc(OCc3ccccc3)nc21. The result is 0 (non-inhibitor). (4) The drug is Cc1cc(C)cc(C(=O)OC2C[C@@H]3CC[C@H](C2)N3C)c1. The result is 0 (non-inhibitor). (5) The drug is CCN(CC)c1ccc2c(Cl)c(Br)c(=O)oc2c1. The result is 1 (inhibitor). (6) The compound is CCN(CC)Cc1nc2c(c(=O)[nH]1)C1(CCCC1)Cc1ccccc1-2. The result is 1 (inhibitor). (7) The drug is C[C@H]1/C=C\CC(=O)OC[C@H](C)C(=O)N2CCC[C@@H]2C(=O)OC1. The result is 0 (non-inhibitor).